From a dataset of Peptide-MHC class II binding affinity with 134,281 pairs from IEDB. Regression. Given a peptide amino acid sequence and an MHC pseudo amino acid sequence, predict their binding affinity value. This is MHC class II binding data. (1) The peptide sequence is YRKLKREITFHGAKE. The MHC is DRB1_1501 with pseudo-sequence DRB1_1501. The binding affinity (normalized) is 0.465. (2) The peptide sequence is LSSKFNKFVSPKSVS. The MHC is H-2-IAb with pseudo-sequence H-2-IAb. The binding affinity (normalized) is 0.445. (3) The peptide sequence is LGSITAQPVKIDNAS. The MHC is DRB1_0101 with pseudo-sequence DRB1_0101. The binding affinity (normalized) is 0.893. (4) The peptide sequence is SRGNRAFIAINLQKN. The MHC is DRB1_0401 with pseudo-sequence DRB1_0401. The binding affinity (normalized) is 0.582. (5) The peptide sequence is PGPNITATYGGKWLD. The MHC is DRB1_1101 with pseudo-sequence DRB1_1101. The binding affinity (normalized) is 0. (6) The peptide sequence is KLGEVSWEEEA. The MHC is DRB5_0101 with pseudo-sequence DRB5_0101. The binding affinity (normalized) is 0. (7) The peptide sequence is AAPANDKFTVFEAAF. The MHC is HLA-DQA10102-DQB10502 with pseudo-sequence HLA-DQA10102-DQB10502. The binding affinity (normalized) is 0.418. (8) The peptide sequence is YHFDLSGHAFGAMAK. The MHC is DRB5_0101 with pseudo-sequence DRB5_0101. The binding affinity (normalized) is 0.227. (9) The peptide sequence is EAMEKELREAFRLYD. The MHC is HLA-DPA10103-DPB10401 with pseudo-sequence HLA-DPA10103-DPB10401. The binding affinity (normalized) is 0.416. (10) The peptide sequence is ILKGLYNFATCGLIG. The MHC is H-2-IAb with pseudo-sequence H-2-IAb. The binding affinity (normalized) is 0.613.